Dataset: Forward reaction prediction with 1.9M reactions from USPTO patents (1976-2016). Task: Predict the product of the given reaction. (1) Given the reactants [NH2:1][C:2]1[CH:3]=[C:4]([C:9]([N:11]2[CH2:16][CH2:15][CH:14]([C:17]3[CH:22]=[CH:21][C:20]([C:23]4[CH:24]=[N:25][N:26]([CH3:28])[CH:27]=4)=[CH:19][CH:18]=3)[CH2:13][CH2:12]2)=[O:10])[CH:5]=[CH:6][C:7]=1[CH3:8].N1C=CC=CC=1.[Cl:35][C:36]1[CH:44]=[CH:43][C:39]([C:40](Cl)=[O:41])=[CH:38][N:37]=1, predict the reaction product. The product is: [Cl:35][C:36]1[CH:44]=[CH:43][C:39]([C:40]([NH:1][C:2]2[CH:3]=[C:4]([C:9]([N:11]3[CH2:16][CH2:15][CH:14]([C:17]4[CH:22]=[CH:21][C:20]([C:23]5[CH:24]=[N:25][N:26]([CH3:28])[CH:27]=5)=[CH:19][CH:18]=4)[CH2:13][CH2:12]3)=[O:10])[CH:5]=[CH:6][C:7]=2[CH3:8])=[O:41])=[CH:38][N:37]=1. (2) Given the reactants [CH3:1][C:2]1[NH:3][C:4]2[CH:5]=[CH:6][CH:7]=[C:8]([C:11]([OH:13])=[O:12])[C:9]=2[CH:10]=1.C(=O)([O-])[O-].[K+].[K+].[CH2:20](Br)[C:21]1[CH:26]=[CH:25][CH:24]=[CH:23][CH:22]=1.O, predict the reaction product. The product is: [CH2:20]([O:12][C:11]([C:8]1[C:9]2[CH:10]=[C:2]([CH3:1])[NH:3][C:4]=2[CH:5]=[CH:6][CH:7]=1)=[O:13])[C:21]1[CH:26]=[CH:25][CH:24]=[CH:23][CH:22]=1. (3) Given the reactants [C:1]([NH:5][C:6](=[O:29])[CH2:7][N:8]1[C:17]([C:18]2[CH:23]=[CH:22][C:21]([F:24])=[C:20]([O:25][CH3:26])[CH:19]=2)=[CH:16][C:15]2[C:10](=[CH:11][C:12]([OH:27])=[CH:13][CH:14]=2)[C:9]1=[O:28])([CH3:4])([CH3:3])[CH3:2].C([O-])([O-])=O.[K+].[K+].Br[CH2:37][CH2:38][CH2:39]Cl.[NH:41]1[CH2:45][CH2:44][CH2:43][CH2:42]1.Cl, predict the reaction product. The product is: [C:1]([NH:5][C:6](=[O:29])[CH2:7][N:8]1[C:17]([C:18]2[CH:23]=[CH:22][C:21]([F:24])=[C:20]([O:25][CH3:26])[CH:19]=2)=[CH:16][C:15]2[C:10](=[CH:11][C:12]([O:27][CH2:37][CH2:38][CH2:39][N:41]3[CH2:45][CH2:44][CH2:43][CH2:42]3)=[CH:13][CH:14]=2)[C:9]1=[O:28])([CH3:4])([CH3:2])[CH3:3]. (4) Given the reactants Br[C:2]1[C:7]2=[N:8][C:9]([CH3:12])=[CH:10][N:11]=[C:6]2[CH:5]=[N:4][CH:3]=1.[Cl:13][C:14]1[CH:19]=[CH:18][C:17](B(O)O)=[CH:16][CH:15]=1.C(=O)([O-])[O-].[Cs+].[Cs+].O1CCOCC1, predict the reaction product. The product is: [Cl:13][C:14]1[CH:19]=[CH:18][C:17]([C:2]2[C:7]3=[N:8][C:9]([CH3:12])=[CH:10][N:11]=[C:6]3[CH:5]=[N:4][CH:3]=2)=[CH:16][CH:15]=1. (5) Given the reactants P(Cl)(Cl)([Cl:3])=O.[CH2:6]([O:8][C:9]([C:11]1[C:20](=O)[C:19]2[C:14](=[CH:15][CH:16]=[CH:17][CH:18]=2)[NH:13][C:12]=1[CH:22]1[CH2:24][CH2:23]1)=[O:10])[CH3:7].C(=O)(O)[O-].[Na+], predict the reaction product. The product is: [CH2:6]([O:8][C:9]([C:11]1[C:12]([CH:22]2[CH2:24][CH2:23]2)=[N:13][C:14]2[C:19]([C:20]=1[Cl:3])=[CH:18][CH:17]=[CH:16][CH:15]=2)=[O:10])[CH3:7].